Dataset: Reaction yield outcomes from USPTO patents with 853,638 reactions. Task: Predict the reaction yield, written as a fraction of the theoretical maximum amount of product (1.0 means a 100% yield; for example, 0.34 means a 34% yield). The reactants are [CH3:1][N:2]1[CH2:7][CH2:6][CH:5]([CH2:8][CH2:9][CH2:10][CH2:11][O:12][C:13]2[CH:14]=[C:15]([CH:18]=[CH:19][N:20]=2)[C:16]#[N:17])[CH2:4][CH2:3]1.C[N:22]1[CH2:27][CH2:26][CH:25]([CH2:28][CH2:29][CH2:30][CH2:31]O)CC1.[H-].[Na+].Cl[C:36]1C=C(C=CN=1)C#N.C([O-])(O)=O.[Na+]. The catalyst is CN(C=O)C.O. The product is [CH3:31][C:30]1[C:27]2[N:22]=[C:16]([C:15]3[CH:18]=[CH:19][N:20]=[C:13]([O:12][CH2:11][CH2:10][CH2:9][CH2:8][CH:5]4[CH2:6][CH2:7][N:2]([CH3:1])[CH2:3][CH2:4]4)[CH:14]=3)[NH:17][C:26]=2[CH:25]=[C:28]([CH3:36])[CH:29]=1. The yield is 0.280.